This data is from Full USPTO retrosynthesis dataset with 1.9M reactions from patents (1976-2016). The task is: Predict the reactants needed to synthesize the given product. (1) Given the product [Cl:16][C:8]1[CH:7]=[C:6]([C:3]2[C:2]([C:17]([F:18])([F:19])[F:20])=[N:28][N:27]([C:22]3[N:23]=[CH:24][CH:25]=[CH:26][N:21]=3)[C:4]=2[NH2:5])[CH:11]=[C:10]([C:12]([F:14])([F:15])[F:13])[CH:9]=1, predict the reactants needed to synthesize it. The reactants are: Cl[C:2]([C:17]([F:20])([F:19])[F:18])=[C:3]([C:6]1[CH:11]=[C:10]([C:12]([F:15])([F:14])[F:13])[CH:9]=[C:8]([Cl:16])[CH:7]=1)[C:4]#[N:5].[N:21]1[CH:26]=[CH:25][CH:24]=[N:23][C:22]=1[NH:27][NH2:28].C(N(CC)CC)C.O. (2) Given the product [CH2:21]([O:20][C:17]1[CH:16]=[CH:15][C:14]([NH:13][C:9]2[N:10]=[CH:11][N:12]=[C:7]([O:6][C:5]3[CH:28]=[CH:29][C:2]([NH:1][C:63](=[O:67])[CH2:90][C:88]([NH:84][C:85]4[CH:86]=[CH:55][C:54]([F:57])=[CH:53][CH:87]=4)=[O:92])=[CH:3][C:4]=3[F:30])[CH:8]=2)=[CH:19][CH:18]=1)[C:22]1[CH:27]=[CH:26][CH:25]=[CH:24][CH:23]=1, predict the reactants needed to synthesize it. The reactants are: [NH2:1][C:2]1[CH:29]=[CH:28][C:5]([O:6][C:7]2[N:12]=[CH:11][N:10]=[C:9]([NH:13][C:14]3[CH:19]=[CH:18][C:17]([O:20][CH2:21][C:22]4[CH:27]=[CH:26][CH:25]=[CH:24][CH:23]=4)=[CH:16][CH:15]=3)[CH:8]=2)=[C:4]([F:30])[CH:3]=1.NC1N=CN=C(O[C:53]2C=CC(NC(NC(=O)CC3C=[CH:55][C:54]([F:57])=[CH:53]C=3)=S)=[CH:55][C:54]=2[F:57])C=1.CN([C:63]([O:67]N1N=NC2C=CC=CC1=2)=[N+](C)C)C.[B-](F)(F)(F)F.CC[N:84]([CH:88]([CH3:90])C)[CH:85]([CH3:87])[CH3:86].C[O:92]C1C=CC(CNC2N=C(OC3C=CC(N)=CC=3F)C=CN=2)=CC=1. (3) The reactants are: [NH:1]([C:18]([O:20][CH2:21][C:22]1[CH:27]=[CH:26][CH:25]=[CH:24][CH:23]=1)=[O:19])[C@H:2]([C:15]([OH:17])=[O:16])[CH2:3][CH2:4][CH2:5][CH2:6][NH:7][C:8]([O:10][C:11]([CH3:14])([CH3:13])[CH3:12])=[O:9].F[B-](F)(F)F.N1(OC(N(C)C)=[N+](C)C)C2C=CC=C[C:36]=2N=N1.C(N(CC)CC)C. Given the product [NH:1]([C:18]([O:20][CH2:21][C:22]1[CH:23]=[CH:24][CH:25]=[CH:26][CH:27]=1)=[O:19])[C@H:2]([C:15]([O:17][CH3:36])=[O:16])[CH2:3][CH2:4][CH2:5][CH2:6][NH:7][C:8]([O:10][C:11]([CH3:14])([CH3:13])[CH3:12])=[O:9], predict the reactants needed to synthesize it. (4) Given the product [NH2:19][C@@H:3]([CH2:4][C:5]1[CH:10]=[CH:9][C:8]([C:11]2[CH:12]=[CH:13][C:14]([C:17]#[N:18])=[CH:15][CH:16]=2)=[CH:7][CH:6]=1)[C:2]([NH2:1])=[O:27], predict the reactants needed to synthesize it. The reactants are: [NH2:1][C:2](=[O:27])[C@@H:3]([NH:19]C(=O)OC(C)(C)C)[CH2:4][C:5]1[CH:10]=[CH:9][C:8]([C:11]2[CH:16]=[CH:15][C:14]([C:17]#[N:18])=[CH:13][CH:12]=2)=[CH:7][CH:6]=1.C(O)(C(F)(F)F)=O. (5) Given the product [S:1]1[C:5]([CH2:6][CH2:7][O:8][S:10]([CH3:9])(=[O:12])=[O:11])=[CH:4][N:3]=[CH:2]1, predict the reactants needed to synthesize it. The reactants are: [S:1]1[C:5]([CH2:6][CH2:7][OH:8])=[CH:4][N:3]=[CH:2]1.[CH3:9][S:10](Cl)(=[O:12])=[O:11].CCN(CC)CC.O. (6) Given the product [Cl:26][CH2:10][C:9]1[C:4]([CH2:3][O:2][CH3:1])=[N:5][C:6]([C:13]2[CH:18]=[CH:17][C:16]([O:19][C:20]([F:23])([F:22])[F:21])=[CH:15][CH:14]=2)=[N:7][C:8]=1[CH3:12], predict the reactants needed to synthesize it. The reactants are: [CH3:1][O:2][CH2:3][C:4]1[C:9]([CH2:10]O)=[C:8]([CH3:12])[N:7]=[C:6]([C:13]2[CH:18]=[CH:17][C:16]([O:19][C:20]([F:23])([F:22])[F:21])=[CH:15][CH:14]=2)[N:5]=1.S(Cl)([Cl:26])=O. (7) Given the product [NH2:3][C:8]1[N:13]=[C:12]([CH2:14][CH2:15][C:16]2[CH:17]=[C:18]([CH:21]=[C:22]([NH:24][CH2:25][CH2:26][C:27]3[CH:32]=[CH:31][CH:30]=[CH:29][N:28]=3)[CH:23]=2)[C:19]#[N:20])[CH:11]=[C:10]([CH3:33])[CH:9]=1, predict the reactants needed to synthesize it. The reactants are: CC1[N:3]([C:8]2[N:13]=[C:12]([CH2:14][CH2:15][C:16]3[CH:17]=[C:18]([CH:21]=[C:22]([NH:24][CH2:25][CH2:26][C:27]4[CH:32]=[CH:31][CH:30]=[CH:29][N:28]=4)[CH:23]=3)[C:19]#[N:20])[CH:11]=[C:10]([CH3:33])[CH:9]=2)C(C)=CC=1.Cl.NO.CCO.